The task is: Predict which catalyst facilitates the given reaction.. This data is from Catalyst prediction with 721,799 reactions and 888 catalyst types from USPTO. (1) Reactant: [F:1][C:2]1[CH:7]=[CH:6][CH:5]=[C:4]([F:8])[C:3]=1[NH:9][C:10]([C:12]1[CH:16]=[CH:15][NH:14][N:13]=1)=[O:11].C(=O)([O-])[O-].[K+].[K+].[Br:23][C:24]1[CH:29]=[CH:28][CH:27]=[CH:26][C:25]=1[CH2:30]Br. Product: [Br:23][C:24]1[CH:29]=[CH:28][CH:27]=[CH:26][C:25]=1[CH2:30][N:14]1[CH:15]=[CH:16][C:12]([C:10]([NH:9][C:3]2[C:4]([F:8])=[CH:5][CH:6]=[CH:7][C:2]=2[F:1])=[O:11])=[N:13]1. The catalyst class is: 384. (2) Reactant: [CH3:1][O:2][C:3]([C:5]1[CH:35]=[CH:34][C:8]([CH2:9][N:10]2[C:14](=[O:15])[C:13]3([CH2:20][CH2:19][N:18](C(OC(C)(C)C)=O)[CH2:17][CH2:16]3)[N:12]([C:28]3[CH:33]=[CH:32][CH:31]=[CH:30][CH:29]=3)[CH2:11]2)=[CH:7][CH:6]=1)=[O:4].Cl. Product: [O:15]=[C:14]1[C:13]2([CH2:20][CH2:19][NH:18][CH2:17][CH2:16]2)[N:12]([C:28]2[CH:33]=[CH:32][CH:31]=[CH:30][CH:29]=2)[CH2:11][N:10]1[CH2:9][C:8]1[CH:7]=[CH:6][C:5]([C:3]([O:2][CH3:1])=[O:4])=[CH:35][CH:34]=1. The catalyst class is: 12. (3) Reactant: [CH2:1]([O:8][CH2:9][N:10]1[C:18]2[C:17]([NH2:19])=[N:16][C:15]([CH2:20][CH2:21][CH2:22][CH3:23])=[N:14][C:13]=2[C:12]([C:24]#[C:25][CH2:26][CH2:27][CH2:28][CH2:29]Cl)=[C:11]1[CH3:31])[C:2]1[CH:7]=[CH:6][CH:5]=[CH:4][CH:3]=1.[CH2:32]([N:34](CC)[CH2:35][CH3:36])[CH3:33].N1CCCC1. Product: [CH2:1]([O:8][CH2:9][N:10]1[C:18]2[C:17]([NH2:19])=[N:16][C:15]([CH2:20][CH2:21][CH2:22][CH3:23])=[N:14][C:13]=2[C:12]([C:24]#[C:25][CH2:26][CH2:27][CH2:28][CH2:29][N:34]2[CH2:35][CH2:36][CH2:33][CH2:32]2)=[C:11]1[CH3:31])[C:2]1[CH:7]=[CH:6][CH:5]=[CH:4][CH:3]=1. The catalyst class is: 10. (4) Reactant: Cl.[CH3:2][CH:3]([N:5]1[CH2:11][CH2:10][C:9]2=[CH:12][N:13]([C:15]3[CH:16]=[CH:17][C:18]([N:21]4[CH2:25][CH2:24][CH2:23][C:22]4=[O:26])=[N:19][CH:20]=3)[N:14]=[C:8]2[CH2:7][CH2:6]1)[CH3:4].N1N(C2C=CC(N3CCCC3=O)=NC=2)C=C2CCNCCC=12.CC(C)=O.C(O[BH-](OC(=O)C)OC(=O)C)(=O)C.[Na+]. Product: [CH3:22][OH:26].[NH3:5].[CH3:4][CH:3]([N:5]1[CH2:11][CH2:10][C:9]2=[CH:12][N:13]([C:15]3[CH:16]=[CH:17][C:18]([N:21]4[CH2:25][CH2:24][CH2:23][C:22]4=[O:26])=[N:19][CH:20]=3)[N:14]=[C:8]2[CH2:7][CH2:6]1)[CH3:2]. The catalyst class is: 98. (5) The catalyst class is: 4. Product: [Si:7]([O:4][CH2:3][C:2]([CH3:6])([NH2:1])[CH3:5])([C:10]([CH3:13])([CH3:12])[CH3:11])([CH3:9])[CH3:8]. Reactant: [NH2:1][C:2]([CH3:6])([CH3:5])[CH2:3][OH:4].[Si:7](Cl)([C:10]([CH3:13])([CH3:12])[CH3:11])([CH3:9])[CH3:8].N1C=CN=C1. (6) Reactant: [NH2:1][C:2]1[N:6]([CH3:7])[C:5]([SH:8])=[N:4][C:3]=1[C:9]([NH2:11])=[O:10].Br[C:13]1[C:14]([Br:22])=[CH:15][C:16]2[O:20][CH2:19][CH2:18][C:17]=2[CH:21]=1. Product: [NH2:1][C:2]1[N:6]([CH3:7])[C:5]([S:8][C:13]2[C:14]([Br:22])=[CH:15][C:16]3[O:20][CH2:19][CH2:18][C:17]=3[CH:21]=2)=[N:4][C:3]=1[C:9]([NH2:11])=[O:10]. The catalyst class is: 28. (7) Reactant: CS(O[CH2:6][CH:7]1[CH2:12][CH2:11][CH2:10][CH2:9][N:8]1[S:13]([C:16]1[C:21]([CH3:22])=[CH:20][C:19]([O:23][CH3:24])=[CH:18][C:17]=1[CH3:25])(=[O:15])=[O:14])(=O)=O.[I-:26].[Na+]. Product: [I:26][CH2:6][CH:7]1[CH2:12][CH2:11][CH2:10][CH2:9][N:8]1[S:13]([C:16]1[C:21]([CH3:22])=[CH:20][C:19]([O:23][CH3:24])=[CH:18][C:17]=1[CH3:25])(=[O:15])=[O:14]. The catalyst class is: 21. (8) Reactant: [CH3:1][C:2]1[C:11](=[O:12])[C:10]2[C:5](=[CH:6][CH:7]=[CH:8][CH:9]=2)[NH:4][C:3]=1[CH2:13][O:14][C:15]1[CH:23]=[CH:22][C:18]([C:19]([OH:21])=O)=[C:17]([O:24][CH2:25][CH:26]2[CH2:31][CH2:30][O:29][CH2:28][CH2:27]2)[CH:16]=1.O.ON1C2C=CC=CC=2N=N1.Cl.C(N=C=NCCCN(C)C)C.[NH:55]1[CH2:60][CH2:59][O:58][CH2:57][CH2:56]1. Product: [CH3:1][C:2]1[C:11](=[O:12])[C:10]2[C:5](=[CH:6][CH:7]=[CH:8][CH:9]=2)[NH:4][C:3]=1[CH2:13][O:14][C:15]1[CH:23]=[CH:22][C:18]([C:19]([N:55]2[CH2:60][CH2:59][O:58][CH2:57][CH2:56]2)=[O:21])=[C:17]([O:24][CH2:25][CH:26]2[CH2:31][CH2:30][O:29][CH2:28][CH2:27]2)[CH:16]=1. The catalyst class is: 3.